From a dataset of Full USPTO retrosynthesis dataset with 1.9M reactions from patents (1976-2016). Predict the reactants needed to synthesize the given product. (1) Given the product [ClH:28].[N:25]1[CH:24]=[CH:23][C:22]([S:19]([C:16]2[S:15][C:14]([N:11]3[CH2:10][CH2:9][NH:8][CH2:13][CH2:12]3)=[N:18][CH:17]=2)(=[O:20])=[O:21])=[CH:27][CH:26]=1, predict the reactants needed to synthesize it. The reactants are: C(OC([N:8]1[CH2:13][CH2:12][N:11]([C:14]2[S:15][C:16]([S:19]([C:22]3[CH:27]=[CH:26][N:25]=[CH:24][CH:23]=3)(=[O:21])=[O:20])=[CH:17][N:18]=2)[CH2:10][CH2:9]1)=O)(C)(C)C.[ClH:28]. (2) Given the product [C:24]([O:28][C:29]([N:31]1[CH2:36][C:35]([CH3:38])([CH3:37])[N:34]([CH2:18][C:4]2[CH:3]=[C:2]([Br:1])[N:7]=[C:6]3[N:8]([CH:12]4[CH2:17][CH2:16][CH2:15][CH2:14][O:13]4)[N:9]=[C:10]([CH3:11])[C:5]=23)[CH2:33][C:32]1([CH2:41][CH3:42])[CH2:39][CH3:40])=[O:30])([CH3:27])([CH3:26])[CH3:25], predict the reactants needed to synthesize it. The reactants are: [Br:1][C:2]1[N:7]=[C:6]2[N:8]([CH:12]3[CH2:17][CH2:16][CH2:15][CH2:14][O:13]3)[N:9]=[C:10]([CH3:11])[C:5]2=[C:4]([CH2:18]OS(C)(=O)=O)[CH:3]=1.[C:24]([O:28][C:29]([N:31]1[CH2:36][C:35]([CH3:38])([CH3:37])[NH:34][CH2:33][C:32]1([CH2:41][CH3:42])[CH2:39][CH3:40])=[O:30])([CH3:27])([CH3:26])[CH3:25].CCN(C(C)C)C(C)C. (3) Given the product [CH3:31][O:32][C:33](=[O:45])[CH:34]([NH:35][C:36]([O:38][C:39]([CH3:42])([CH3:40])[CH3:41])=[O:37])[CH2:43][S:44][CH2:23][C:22]1[CH:21]=[CH:20][C:19]([C:9]2[N:8]=[C:7]([C:1]3[CH:6]=[CH:5][CH:4]=[CH:3][CH:2]=3)[CH:12]=[C:11]([C:13]3[CH:18]=[CH:17][CH:16]=[CH:15][CH:14]=3)[N:10]=2)=[CH:30][CH:29]=1, predict the reactants needed to synthesize it. The reactants are: [C:1]1([C:7]2[CH:12]=[C:11]([C:13]3[CH:18]=[CH:17][CH:16]=[CH:15][CH:14]=3)[N:10]=[C:9]([C:19]3[CH:30]=[CH:29][C:22]([CH2:23]OS(C)(=O)=O)=[CH:21][CH:20]=3)[N:8]=2)[CH:6]=[CH:5][CH:4]=[CH:3][CH:2]=1.[CH3:31][O:32][C:33](=[O:45])[C@H:34]([CH2:43][SH:44])[NH:35][C:36]([O:38][C:39]([CH3:42])([CH3:41])[CH3:40])=[O:37].C(=O)([O-])[O-].[Cs+].[Cs+].CN(C)C=O. (4) Given the product [OH:26][CH2:27][C:28]1[N:29]=[CH:30][C:31]([C:2]2[N:7]=[N:6][C:5]([C:8]([NH:11][S:12]([C:14]([CH3:17])([CH3:16])[CH3:15])=[O:13])([CH3:10])[CH3:9])=[CH:4][CH:3]=2)=[CH:32][CH:33]=1, predict the reactants needed to synthesize it. The reactants are: Cl[C:2]1[N:7]=[N:6][C:5]([C:8]([NH:11][S:12]([C:14]([CH3:17])([CH3:16])[CH3:15])=[O:13])([CH3:10])[CH3:9])=[CH:4][CH:3]=1.[O-]P([O-])([O-])=O.[K+].[K+].[K+].[OH:26][CH2:27][C:28]1[CH:33]=[CH:32][C:31](B(O)O)=[CH:30][N:29]=1. (5) Given the product [Cl:20][C:15]1[CH:14]=[C:13]([CH:4]([CH2:5][CH:6]2[CH2:10][CH2:9][CH:8]([O:11][CH3:12])[CH2:7]2)[C:3]([NH:22][C:23]2[S:24][CH:25]=[CH:26][N:27]=2)=[O:21])[CH:18]=[CH:17][C:16]=1[Cl:19], predict the reactants needed to synthesize it. The reactants are: CO[C:3](=[O:21])[CH:4]([C:13]1[CH:18]=[CH:17][C:16]([Cl:19])=[C:15]([Cl:20])[CH:14]=1)[CH2:5][CH:6]1[CH2:10][CH2:9][CH:8]([O:11][CH3:12])[CH2:7]1.[NH2:22][C:23]1[S:24][CH:25]=[CH:26][N:27]=1.C[O-].[Mg+2].C[O-].CO. (6) Given the product [ClH:28].[Cl:28][C:8]1[C:7]([C:30]2[CH:35]=[CH:34][CH:33]=[C:32]([CH3:36])[N:31]=2)=[CH:11][S:10][C:9]=1[C:12]1[N:16]2[N:17]=[C:18]([CH3:26])[CH:19]=[C:20]([CH:21]([CH2:24][CH3:25])[CH2:22][CH3:23])[C:15]2=[N:14][C:13]=1[CH3:27], predict the reactants needed to synthesize it. The reactants are: C1COCC1.Br[C:7]1[C:8]([Cl:28])=[C:9]([C:12]2[N:16]3[N:17]=[C:18]([CH3:26])[CH:19]=[C:20]([CH:21]([CH2:24][CH3:25])[CH2:22][CH3:23])[C:15]3=[N:14][C:13]=2[CH3:27])[S:10][CH:11]=1.Br[C:30]1[CH:35]=[CH:34][CH:33]=[C:32]([CH3:36])[N:31]=1.Cl.CCO. (7) Given the product [C:15]([N:14]1[C:11]2[CH:12]=[CH:13][C:8]([C:5]3[CH:4]=[N:3][C:2]([NH2:1])=[N:7][CH:6]=3)=[CH:9][C:10]=2[N:19]=[C:28]1[C:27]1[CH:30]=[CH:31][CH:32]=[CH:33][C:26]=1[N:24]1[CH:25]=[C:21]([CH3:20])[CH:22]=[N:23]1)([CH3:16])([CH3:18])[CH3:17], predict the reactants needed to synthesize it. The reactants are: [NH2:1][C:2]1[N:7]=[CH:6][C:5]([C:8]2[CH:9]=[C:10]([NH2:19])[C:11]([NH:14][C:15]([CH3:18])([CH3:17])[CH3:16])=[CH:12][CH:13]=2)=[CH:4][N:3]=1.[CH3:20][C:21]1[CH:22]=[N:23][N:24]([C:26]2[CH:33]=[CH:32][CH:31]=[CH:30][C:27]=2[CH:28]=O)[CH:25]=1.C([O-])(O)=O.[Na+]. (8) Given the product [CH2:18]([O:8][C:6]1[CH:7]=[C:2]([CH3:1])[CH:3]=[CH:4][C:5]=1[N+:9]([O-:11])=[O:10])[CH3:19], predict the reactants needed to synthesize it. The reactants are: [CH3:1][C:2]1[CH:3]=[CH:4][C:5]([N+:9]([O-:11])=[O:10])=[C:6]([OH:8])[CH:7]=1.C([O-])([O-])=O.[K+].[K+].[CH2:18](I)[CH3:19]. (9) Given the product [F:16][C:15]1[CH:14]=[C:13]([C:17]([OH:20])([CH3:18])[CH3:19])[CH:12]=[C:11]([F:21])[C:10]=1[C:4]1[S:3][C:2]([NH:1][C:23]2[CH:24]=[CH:25][C:26]([C:31]([OH:34])([CH3:33])[CH3:32])=[C:27]([O:29][CH3:30])[N:28]=2)=[C:6]([C:7]([NH2:9])=[O:8])[CH:5]=1, predict the reactants needed to synthesize it. The reactants are: [NH2:1][C:2]1[S:3][C:4]([C:10]2[C:15]([F:16])=[CH:14][C:13]([C:17]([OH:20])([CH3:19])[CH3:18])=[CH:12][C:11]=2[F:21])=[CH:5][C:6]=1[C:7]([NH2:9])=[O:8].Cl[C:23]1[N:28]=[C:27]([O:29][CH3:30])[C:26]([C:31]([OH:34])([CH3:33])[CH3:32])=[CH:25][CH:24]=1.